Predict the reaction yield, written as a fraction of the theoretical maximum amount of product (1.0 means a 100% yield; for example, 0.34 means a 34% yield). From a dataset of Reaction yield outcomes from USPTO patents with 853,638 reactions. (1) The yield is 0.764. The product is [CH2:5]([N:8]([CH2:3][CH2:2][C:1]#[N:4])[CH2:3][CH2:2][C:1]#[N:4])[CH2:6][N:7]([CH2:3][CH2:2][C:1]#[N:4])[CH2:3][CH2:2][C:1]#[N:4]. The catalyst is O. The reactants are [C:1](#[N:4])[CH:2]=[CH2:3].[CH2:5]([NH2:8])[CH2:6][NH2:7]. (2) The reactants are [N+:1]([C:4]1[N:9]=[CH:8][C:7]([N:10]2[CH2:15][CH2:14][O:13][CH2:12][CH2:11]2)=[CH:6][CH:5]=1)([O-])=O. The catalyst is C1COCC1.[Ni]. The product is [N:10]1([C:7]2[CH:6]=[CH:5][C:4]([NH2:1])=[N:9][CH:8]=2)[CH2:15][CH2:14][O:13][CH2:12][CH2:11]1. The yield is 0.780.